From a dataset of Forward reaction prediction with 1.9M reactions from USPTO patents (1976-2016). Predict the product of the given reaction. (1) Given the reactants [NH2:1][C@@H:2]([CH2:24][C:25]1[CH:30]=[CH:29][CH:28]=[CH:27][CH:26]=1)[CH2:3][C@H:4]([OH:23])[C@@H:5]([NH:13][C:14](=[O:22])[O:15][CH2:16][C:17]1[S:21][CH:20]=[N:19][CH:18]=1)[CH2:6][C:7]1[CH:12]=[CH:11][CH:10]=[CH:9][CH:8]=1.Cl[C:32]([O:34][CH:35]([CH3:37])[CH3:36])=[O:33].C1(C)C=CC=CC=1, predict the reaction product. The product is: [CH2:24]([C@H:2]([NH:1][C:32](=[O:33])[O:34][CH:35]([CH3:37])[CH3:36])[CH2:3][C@H:4]([OH:23])[C@@H:5]([NH:13][C:14]([O:15][CH2:16][C:17]1[S:21][CH:20]=[N:19][CH:18]=1)=[O:22])[CH2:6][C:7]1[CH:12]=[CH:11][CH:10]=[CH:9][CH:8]=1)[C:25]1[CH:26]=[CH:27][CH:28]=[CH:29][CH:30]=1. (2) The product is: [F:1][C:2]1[CH:10]=[C:9]2[C:5]([C:6]([C:18]([NH2:20])=[O:19])=[N:7][N:8]2[C:11]2[CH:16]=[C:15]([C:22]#[C:21][C@@:23]3([OH:32])[C:27]4=[N:28][CH:29]=[CH:30][CH:31]=[C:26]4[CH2:25][CH2:24]3)[CH:14]=[CH:13][N:12]=2)=[CH:4][CH:3]=1. Given the reactants [F:1][C:2]1[CH:10]=[C:9]2[C:5]([C:6]([C:18]([NH2:20])=[O:19])=[N:7][N:8]2[C:11]2[CH:16]=[C:15](I)[CH:14]=[CH:13][N:12]=2)=[CH:4][CH:3]=1.[C:21]([C@@:23]1([OH:32])[C:27]2=[N:28][CH:29]=[CH:30][CH:31]=[C:26]2[CH2:25][CH2:24]1)#[CH:22], predict the reaction product. (3) Given the reactants [Cl-].[Cl:2][C:3]1[C:12]2[C:7](=[CH:8][C:9]([C:13]#[N:14])=[CH:10][CH:11]=2)[CH:6]=[CH:5][C:4]=1[O:15][CH2:16][CH2:17][NH3+:18].[O:19]1[CH:23]=[CH:22][CH:21]=[C:20]1[CH:24]=O, predict the reaction product. The product is: [Cl:2][C:3]1[C:4]([O:15][CH2:16][CH2:17][NH:18][CH2:24][C:20]2[O:19][CH:23]=[CH:22][CH:21]=2)=[CH:5][CH:6]=[C:7]2[C:12]=1[CH:11]=[CH:10][C:9]([C:13]#[N:14])=[CH:8]2.